The task is: Regression. Given two drug SMILES strings and cell line genomic features, predict the synergy score measuring deviation from expected non-interaction effect.. This data is from NCI-60 drug combinations with 297,098 pairs across 59 cell lines. (1) Drug 1: CN1CCC(CC1)COC2=C(C=C3C(=C2)N=CN=C3NC4=C(C=C(C=C4)Br)F)OC. Drug 2: CC1C(C(CC(O1)OC2CC(CC3=C2C(=C4C(=C3O)C(=O)C5=C(C4=O)C(=CC=C5)OC)O)(C(=O)CO)O)N)O.Cl. Cell line: HOP-62. Synergy scores: CSS=45.8, Synergy_ZIP=2.57, Synergy_Bliss=5.36, Synergy_Loewe=-8.22, Synergy_HSA=5.64. (2) Drug 1: CCC1(CC2CC(C3=C(CCN(C2)C1)C4=CC=CC=C4N3)(C5=C(C=C6C(=C5)C78CCN9C7C(C=CC9)(C(C(C8N6C)(C(=O)OC)O)OC(=O)C)CC)OC)C(=O)OC)O.OS(=O)(=O)O. Drug 2: COC1=NC(=NC2=C1N=CN2C3C(C(C(O3)CO)O)O)N. Cell line: HCT116. Synergy scores: CSS=6.76, Synergy_ZIP=-2.37, Synergy_Bliss=0.926, Synergy_Loewe=0.195, Synergy_HSA=-0.0924. (3) Synergy scores: CSS=27.1, Synergy_ZIP=-2.39, Synergy_Bliss=-3.61, Synergy_Loewe=-2.19, Synergy_HSA=0.525. Drug 1: CC1=C2C(C(=O)C3(C(CC4C(C3C(C(C2(C)C)(CC1OC(=O)C(C(C5=CC=CC=C5)NC(=O)OC(C)(C)C)O)O)OC(=O)C6=CC=CC=C6)(CO4)OC(=O)C)OC)C)OC. Drug 2: CN1CCC(CC1)COC2=C(C=C3C(=C2)N=CN=C3NC4=C(C=C(C=C4)Br)F)OC. Cell line: A498. (4) Drug 1: C1=C(C(=O)NC(=O)N1)N(CCCl)CCCl. Drug 2: CN(C(=O)NC(C=O)C(C(C(CO)O)O)O)N=O. Cell line: SNB-75. Synergy scores: CSS=21.3, Synergy_ZIP=4.41, Synergy_Bliss=1.77, Synergy_Loewe=-10.7, Synergy_HSA=1.76. (5) Drug 1: C1CN(P(=O)(OC1)NCCCl)CCCl. Drug 2: CC12CCC3C(C1CCC2OP(=O)(O)O)CCC4=C3C=CC(=C4)OC(=O)N(CCCl)CCCl.[Na+]. Cell line: CAKI-1. Synergy scores: CSS=3.48, Synergy_ZIP=3.31, Synergy_Bliss=6.05, Synergy_Loewe=0.867, Synergy_HSA=3.49. (6) Drug 1: C1=CC(=C2C(=C1NCCNCCO)C(=O)C3=C(C=CC(=C3C2=O)O)O)NCCNCCO. Drug 2: C1=CC(=CC=C1CCCC(=O)O)N(CCCl)CCCl. Cell line: HCC-2998. Synergy scores: CSS=23.2, Synergy_ZIP=-14.5, Synergy_Bliss=-13.0, Synergy_Loewe=-27.8, Synergy_HSA=-7.45.